This data is from Reaction yield outcomes from USPTO patents with 853,638 reactions. The task is: Predict the reaction yield, written as a fraction of the theoretical maximum amount of product (1.0 means a 100% yield; for example, 0.34 means a 34% yield). (1) The reactants are Cl[C:2]1[C:7]([C:8]#[N:9])=[CH:6][CH:5]=[CH:4][N:3]=1.C([Sn](CCCC)(CCCC)[C:15]1[S:16][CH:17]=[CH:18][N:19]=1)CCC. No catalyst specified. The product is [S:16]1[CH:17]=[CH:18][N:19]=[C:15]1[C:2]1[N:3]=[CH:4][CH:5]=[CH:6][C:7]=1[C:8]#[N:9]. The yield is 0.390. (2) The reactants are [NH2:1][C:2]1[NH:3][C:4](=O)[C:5]2[C:10]3[CH2:11][CH2:12][CH2:13][CH2:14][C:9]=3[S:8][C:6]=2[N:7]=1.O=P(Cl)(Cl)[Cl:18].C(Cl)(Cl)Cl. The catalyst is C(OC(=O)C)(=O)C. The product is [Cl:18][C:4]1[C:5]2[C:10]3[CH2:11][CH2:12][CH2:13][CH2:14][C:9]=3[S:8][C:6]=2[N:7]=[C:2]([NH2:1])[N:3]=1. The yield is 0.440. (3) The reactants are [Cl:1][C:2]1[CH:7]=[C:6]([C:8]([F:11])([F:10])[F:9])[CH:5]=[C:4]([Cl:12])[C:3]=1[N:13]1[C:17]([OH:18])=[C:16]([S:19][C:20]([F:23])([F:22])[F:21])[C:15]([C:24]#[N:25])=[N:14]1.N1C=CC=CC=1.[CH3:32][C:33]([CH3:38])([CH3:37])[C:34](Cl)=[O:35]. The catalyst is ClCCCl. The product is [Cl:1][C:2]1[CH:7]=[C:6]([C:8]([F:11])([F:10])[F:9])[CH:5]=[C:4]([Cl:12])[C:3]=1[N:13]1[C:17]([O:18][C:34](=[O:35])[C:33]([CH3:38])([CH3:37])[CH3:32])=[C:16]([S:19][C:20]([F:23])([F:21])[F:22])[C:15]([C:24]#[N:25])=[N:14]1. The yield is 0.286. (4) The reactants are C1([C:4]2[C:13]3[C:8](=[CH:9][CH:10]=[CH:11][CH:12]=3)[C:7]([N:14]=[C:15]=S)=[CH:6][CH:5]=2)CC1.[C:17](=[O:20])([O-])[O-].[K+].[K+].[CH2:23](Br)[C:24]1[CH:29]=[CH:28][CH:27]=[CH:26][CH:25]=1.C(O[CH2:35][CH3:36])(=O)C. The catalyst is CC(C)=O. The product is [CH2:23]([N:14]([CH2:15][C:36]1[CH:35]=[CH:6][CH:5]=[CH:4][CH:13]=1)[C:7]1[C:8]2[C:13](=[CH:12][CH:11]=[C:10]([O:20][CH3:17])[CH:9]=2)[CH:4]=[CH:5][CH:6]=1)[C:24]1[CH:29]=[CH:28][CH:27]=[CH:26][CH:25]=1. The yield is 0.830.